This data is from Forward reaction prediction with 1.9M reactions from USPTO patents (1976-2016). The task is: Predict the product of the given reaction. (1) Given the reactants [CH3:1][O:2][C:3](=[O:14])[C:4]1[CH:9]=[C:8]([CH2:10]O)[C:7]([NH2:12])=[C:6]([F:13])[CH:5]=1.C(Br)(Br)(Br)[Br:16].C1C=CC(P(C2C=CC=CC=2)C2C=CC=CC=2)=CC=1, predict the reaction product. The product is: [CH3:1][O:2][C:3](=[O:14])[C:4]1[CH:5]=[C:6]([F:13])[C:7]([NH2:12])=[C:8]([CH2:10][Br:16])[CH:9]=1. (2) Given the reactants [F:1][C:2]1[CH:7]=[CH:6][C:5]([F:8])=[CH:4][C:3]=1[S:9]([N:12]([C:16]1[CH:21]=[CH:20][CH:19]=[C:18]([C:22]2[N:23](C3CCCCO3)[N:24]=[CH:25][CH:26]=2)[C:17]=1[F:33])[CH2:13][O:14][CH3:15])(=[O:11])=[O:10].C1(C)C=CC(S(O)(=O)=O)=CC=1, predict the reaction product. The product is: [F:1][C:2]1[CH:7]=[CH:6][C:5]([F:8])=[CH:4][C:3]=1[S:9]([N:12]([C:16]1[CH:21]=[CH:20][CH:19]=[C:18]([C:22]2[NH:23][N:24]=[CH:25][CH:26]=2)[C:17]=1[F:33])[CH2:13][O:14][CH3:15])(=[O:11])=[O:10]. (3) Given the reactants [CH:1]1([C:4]2[N:5]=[C:6]3[CH:11]=[CH:10][C:9]([N:12]4[CH:17]=[CH:16][C:15]([OH:18])=[CH:14][C:13]4=[O:19])=[CH:8][N:7]3[C:20]=2[CH3:21])[CH2:3][CH2:2]1.[Br:22][C:23]1[N:24]=[C:25]([CH2:28]O)[S:26][CH:27]=1.C1(P(C2C=CC=CC=2)C2C=CC=CC=2)C=CC=CC=1.N(C(OCCOC)=O)=NC(OCCOC)=O, predict the reaction product. The product is: [Br:22][C:23]1[N:24]=[C:25]([CH2:28][O:18][C:15]2[CH:16]=[CH:17][N:12]([C:9]3[CH:10]=[CH:11][C:6]4[N:7]([C:20]([CH3:21])=[C:4]([CH:1]5[CH2:3][CH2:2]5)[N:5]=4)[CH:8]=3)[C:13](=[O:19])[CH:14]=2)[S:26][CH:27]=1. (4) Given the reactants [C:1]([C:3]1[C:4]([NH2:9])=[N:5][CH:6]=[CH:7][CH:8]=1)#[CH:2].[C:10]1([S:16][CH2:17][C:18]2[CH:23]=[CH:22][C:21](CC(Cl)=NO)=[CH:20][CH:19]=2)[CH:15]=[CH:14][CH:13]=[CH:12][CH:11]=1.[CH2:29]([N:31](CC)CC)[CH3:30].[O:36]1CCCC1, predict the reaction product. The product is: [CH2:17]([S:16][C:10]1[CH:11]=[CH:12][C:13]([CH2:30][C:29]2[CH:2]=[C:1]([C:3]3[C:4]([NH2:9])=[N:5][CH:6]=[CH:7][CH:8]=3)[O:36][N:31]=2)=[CH:14][CH:15]=1)[C:18]1[CH:19]=[CH:20][CH:21]=[CH:22][CH:23]=1. (5) The product is: [C:30]([NH:29][C@@H:8]([CH2:9][C:10]1[CH:15]=[CH:14][C:13]([NH:16][C:17](=[O:28])[CH2:18][CH2:19][CH2:20][CH2:21][CH2:22][CH2:23][C:24](=[O:27])[NH:25][OH:26])=[CH:12][CH:11]=1)[C:7]([OH:33])=[O:6])(=[O:32])[CH3:31]. Given the reactants C1([O:6][C:7](=[O:33])[C@@H:8]([NH:29][C:30](=[O:32])[CH3:31])[CH2:9][C:10]2[CH:15]=[CH:14][C:13]([NH:16][C:17](=[O:28])[CH2:18][CH2:19][CH2:20][CH2:21][CH2:22][CH2:23][C:24](=[O:27])[NH:25][OH:26])=[CH:12][CH:11]=2)CCCC1.[OH-].[Na+], predict the reaction product. (6) Given the reactants [F:1][C:2]1[CH:7]=[CH:6][C:5]([CH:8]2[N:12]([S:13]([C:16]3[CH:21]=[CH:20][C:19]([CH3:22])=[CH:18][CH:17]=3)(=[O:15])=[O:14])[CH:11]([C:23]3[N:24]=[N:25][NH:26][N:27]=3)[CH2:10][CH2:9]2)=[CH:4][CH:3]=1.[C:28](=O)([O-])[O-].[K+].[K+].CI, predict the reaction product. The product is: [F:1][C:2]1[CH:3]=[CH:4][C:5]([CH:8]2[N:12]([S:13]([C:16]3[CH:21]=[CH:20][C:19]([CH3:22])=[CH:18][CH:17]=3)(=[O:15])=[O:14])[CH:11]([C:23]3[N:24]=[N:25][N:26]([CH3:28])[N:27]=3)[CH2:10][CH2:9]2)=[CH:6][CH:7]=1.